The task is: Regression. Given a peptide amino acid sequence and an MHC pseudo amino acid sequence, predict their binding affinity value. This is MHC class I binding data.. This data is from Peptide-MHC class I binding affinity with 185,985 pairs from IEDB/IMGT. The peptide sequence is SFVTDLEKY. The MHC is HLA-B15:01 with pseudo-sequence HLA-B15:01. The binding affinity (normalized) is 0.0847.